Dataset: Full USPTO retrosynthesis dataset with 1.9M reactions from patents (1976-2016). Task: Predict the reactants needed to synthesize the given product. (1) Given the product [CH:14](/[C:11]1[S:10][C:9]2[C@@H:8]([O:15][C:16](=[O:18])[CH3:17])[C@H:7]([O:19][C:20](=[O:22])[CH3:21])[CH2:6][C@:5]([O:4][C:1](=[O:3])[CH3:2])([C:23]([O:25][CH3:26])=[O:24])[C:13]=2[CH:12]=1)=[CH:27]\[CH3:28], predict the reactants needed to synthesize it. The reactants are: [C:1]([O:4][C@@:5]1([C:23]([O:25][CH3:26])=[O:24])[C:13]2[CH:12]=[C:11]([CH3:14])[S:10][C:9]=2[C@@H:8]([O:15][C:16](=[O:18])[CH3:17])[C@H:7]([O:19][C:20](=[O:22])[CH3:21])[CH2:6]1)(=[O:3])[CH3:2].[C:27](OC(=O)C)(=O)[CH3:28].N1C=CC=CC=1.[K+].[Br-]. (2) Given the product [Cl:1][C:2]1[CH:7]=[CH:6][C:5]([S:8]([NH:11][C:15]2[C:16]([C:22](=[O:33])[C:23]3[CH:28]=[C:27]([N+:29]([O-:31])=[O:30])[CH:26]=[CH:25][C:24]=3[Cl:32])=[N:17][CH:18]=[C:19]([CH3:21])[CH:20]=2)(=[O:9])=[O:10])=[CH:4][C:3]=1[C:34]([F:37])([F:35])[F:36], predict the reactants needed to synthesize it. The reactants are: [Cl:1][C:2]1[CH:7]=[CH:6][C:5]([S:8]([N:11]([C:15]2[C:16]([C:22](=[O:33])[C:23]3[CH:28]=[C:27]([N+:29]([O-:31])=[O:30])[CH:26]=[CH:25][C:24]=3[Cl:32])=[N:17][CH:18]=[C:19]([CH3:21])[CH:20]=2)COC)(=[O:10])=[O:9])=[CH:4][C:3]=1[C:34]([F:37])([F:36])[F:35].O. (3) Given the product [CH3:20][C:15]1([C:13]2[CH:14]=[C:10]([CH2:9][OH:8])[S:11][CH:12]=2)[O:16][CH2:17][CH2:18][O:19]1, predict the reactants needed to synthesize it. The reactants are: N#N.C([Si](C)(C)[O:8][CH2:9][C:10]1[S:11][CH:12]=[C:13]([C:15]2([CH3:20])[O:19][CH2:18][CH2:17][O:16]2)[CH:14]=1)(C)(C)C.CCCC[N+](CCCC)(CCCC)CCCC.[F-]. (4) Given the product [NH:17]1[C:25]2[C:20](=[CH:21][C:22]([C:2]3[N:3]=[C:4]([N:11]4[CH2:16][CH2:15][O:14][CH2:13][CH2:12]4)[C:5]4[S:10][CH:9]=[CH:8][C:6]=4[N:7]=3)=[CH:23][CH:24]=2)[CH:19]=[CH:18]1, predict the reactants needed to synthesize it. The reactants are: Cl[C:2]1[N:3]=[C:4]([N:11]2[CH2:16][CH2:15][O:14][CH2:13][CH2:12]2)[C:5]2[S:10][CH:9]=[CH:8][C:6]=2[N:7]=1.[NH:17]1[C:25]2[C:20](=[CH:21][C:22](B(O)O)=[CH:23][CH:24]=2)[CH:19]=[CH:18]1. (5) Given the product [CH3:23][S:20]([C:17]1[CH:18]=[CH:19][C:14]([N:9]2[CH:10]=[CH:11][C:12](=[O:13])[C:7]([C:5]3[N:34]([C:31]4[CH:32]=[CH:33][C:28]([O:27][C:26]([F:25])([F:36])[F:37])=[CH:29][CH:30]=4)[N:2]=[CH:3][CH:4]=3)=[N:8]2)=[CH:15][CH:16]=1)(=[O:22])=[O:21], predict the reactants needed to synthesize it. The reactants are: C[N:2](C)/[CH:3]=[CH:4]/[C:5]([C:7]1[C:12](=[O:13])[CH:11]=[CH:10][N:9]([C:14]2[CH:19]=[CH:18][C:17]([S:20]([CH3:23])(=[O:22])=[O:21])=[CH:16][CH:15]=2)[N:8]=1)=O.[F:25][C:26]([F:37])([F:36])[O:27][C:28]1[CH:33]=[CH:32][C:31]([NH:34]N)=[CH:30][CH:29]=1. (6) The reactants are: [N+:1]([C:4]1[CH:9]=[C:8]([N+:10]([O-:12])=[O:11])[CH:7]=[CH:6][C:5]=1[CH2:13][CH2:14][OH:15])([O-:3])=[O:2].[C:16]([C:24]1[CH:43]=[CH:42][C:27]([C:28]([O:30][C:31]2[CH:36]=[CH:35][C:34](/[CH:37]=[CH:38]/[C:39](O)=[O:40])=[CH:33][CH:32]=2)=[O:29])=[CH:26][CH:25]=1)(=[O:23])[C:17]1[CH:22]=[CH:21][CH:20]=[CH:19][CH:18]=1.Cl.CN(C)CCCN=C=NCC.CCCCCC. Given the product [C:16]([C:24]1[CH:43]=[CH:42][C:27]([C:28]([O:30][C:31]2[CH:32]=[CH:33][C:34](/[CH:37]=[CH:38]/[C:39]([O:15][CH2:14][CH2:13][C:5]3[CH:6]=[CH:7][C:8]([N+:10]([O-:12])=[O:11])=[CH:9][C:4]=3[N+:1]([O-:3])=[O:2])=[O:40])=[CH:35][CH:36]=2)=[O:29])=[CH:26][CH:25]=1)(=[O:23])[C:17]1[CH:18]=[CH:19][CH:20]=[CH:21][CH:22]=1, predict the reactants needed to synthesize it.